Dataset: NCI-60 drug combinations with 297,098 pairs across 59 cell lines. Task: Regression. Given two drug SMILES strings and cell line genomic features, predict the synergy score measuring deviation from expected non-interaction effect. Drug 1: C1CCC(C1)C(CC#N)N2C=C(C=N2)C3=C4C=CNC4=NC=N3. Drug 2: COC1=CC(=CC(=C1O)OC)C2C3C(COC3=O)C(C4=CC5=C(C=C24)OCO5)OC6C(C(C7C(O6)COC(O7)C8=CC=CS8)O)O. Cell line: UO-31. Synergy scores: CSS=19.9, Synergy_ZIP=-7.62, Synergy_Bliss=-1.44, Synergy_Loewe=2.63, Synergy_HSA=2.74.